Dataset: Full USPTO retrosynthesis dataset with 1.9M reactions from patents (1976-2016). Task: Predict the reactants needed to synthesize the given product. (1) Given the product [CH3:1][C:2]1[C:3]([CH3:27])=[CH:4][C:5]2[N:14]([CH2:15][CH2:16][CH2:17][CH2:18][CH2:19][CH2:20][C:21]([O:23][CH2:29][O:30][C:31](=[O:33])[CH3:32])=[O:22])[C:13]3[C:8]([C:9](=[O:25])[NH:10][C:11](=[O:24])[N:12]=3)=[N:7][C:6]=2[CH:26]=1, predict the reactants needed to synthesize it. The reactants are: [CH3:1][C:2]1[C:3]([CH3:27])=[CH:4][C:5]2[N:14]([CH2:15][CH2:16][CH2:17][CH2:18][CH2:19][CH2:20][C:21]([OH:23])=[O:22])[C:13]3[C:8]([C:9](=[O:25])[NH:10][C:11](=[O:24])[N:12]=3)=[N:7][C:6]=2[CH:26]=1.Cl[CH2:29][O:30][C:31](=[O:33])[CH3:32].C(N(CC)CC)C. (2) Given the product [F:10][C:2]([C:11]1[CH:16]=[C:15]([NH2:17])[C:14]([NH2:20])=[C:13]([CH3:21])[CH:12]=1)([F:1])[CH2:3][N:4]1[CH2:5][CH2:6][O:7][CH2:8][CH2:9]1, predict the reactants needed to synthesize it. The reactants are: [F:1][C:2]([C:11]1[CH:16]=[C:15]([N+:17]([O-])=O)[C:14]([NH2:20])=[C:13]([CH3:21])[CH:12]=1)([F:10])[CH2:3][N:4]1[CH2:9][CH2:8][O:7][CH2:6][CH2:5]1.C1CCC=CC=1. (3) Given the product [Br:1][C:2]1[N:7]=[CH:6][C:5]([NH:8][C:11]2[CH:19]=[CH:18][CH:17]=[CH:16][C:12]=2[C:13]([OH:15])=[O:14])=[CH:4][C:3]=1[CH3:9], predict the reactants needed to synthesize it. The reactants are: [Br:1][C:2]1[N:7]=[CH:6][C:5]([NH2:8])=[CH:4][C:3]=1[CH3:9].Br[C:11]1[CH:19]=[CH:18][CH:17]=[CH:16][C:12]=1[C:13]([OH:15])=[O:14]. (4) Given the product [C:25]([NH:29][S:30]([C:33]1[CH:34]=[CH:35][CH:36]=[C:37]([C:2]2[CH:7]=[C:6]([C:8]3[N:13]=[C:12]([CH3:14])[CH:11]=[C:10]([C:15]4[CH:16]=[N:17][C:18]([C:21]([F:24])([F:23])[F:22])=[CH:19][CH:20]=4)[N:9]=3)[CH:5]=[CH:4][N:3]=2)[CH:38]=1)(=[O:32])=[O:31])([CH3:28])([CH3:26])[CH3:27], predict the reactants needed to synthesize it. The reactants are: Cl[C:2]1[CH:7]=[C:6]([C:8]2[N:13]=[C:12]([CH3:14])[CH:11]=[C:10]([C:15]3[CH:16]=[N:17][C:18]([C:21]([F:24])([F:23])[F:22])=[CH:19][CH:20]=3)[N:9]=2)[CH:5]=[CH:4][N:3]=1.[C:25]([NH:29][S:30]([C:33]1[CH:34]=[C:35](B(O)O)[CH:36]=[CH:37][CH:38]=1)(=[O:32])=[O:31])([CH3:28])([CH3:27])[CH3:26].